The task is: Predict the product of the given reaction.. This data is from Forward reaction prediction with 1.9M reactions from USPTO patents (1976-2016). Given the reactants [NH2:1][C:2]1[N:7]=[CH:6][C:5]([Cl:8])=[CH:4][N:3]=1.[Cl:9][CH:10]([Cl:14])[C:11](Cl)=[O:12].C(=O)([O-])O.[Na+], predict the reaction product. The product is: [Cl:9][CH:10]([Cl:14])[C:11]([NH:1][C:2]1[N:7]=[CH:6][C:5]([Cl:8])=[CH:4][N:3]=1)=[O:12].